This data is from Reaction yield outcomes from USPTO patents with 853,638 reactions. The task is: Predict the reaction yield, written as a fraction of the theoretical maximum amount of product (1.0 means a 100% yield; for example, 0.34 means a 34% yield). The reactants are [NH2:1][C:2]1[CH:36]=[CH:35][C:5]([O:6][C:7]2[CH:12]=[CH:11][N:10]=[C:9]3[CH:13]=[C:14]([C:16]4[CH:17]=[N:18][N:19]([CH2:21][CH2:22][N:23]([CH2:31][CH2:32][O:33][CH3:34])[C:24](=[O:30])[O:25][C:26]([CH3:29])([CH3:28])[CH3:27])[CH:20]=4)[S:15][C:8]=23)=[C:4]([F:37])[CH:3]=1.[N:38]1[CH:43]=[CH:42][CH:41]=C[CH:39]=1.ClC(OC1C=CC=CC=1)=[O:46].C1(N)CC1. The catalyst is CN(C=O)C. The product is [CH:43]1([NH:38][C:39](=[O:46])[NH:1][C:2]2[CH:36]=[CH:35][C:5]([O:6][C:7]3[CH:12]=[CH:11][N:10]=[C:9]4[CH:13]=[C:14]([C:16]5[CH:17]=[N:18][N:19]([CH2:21][CH2:22][N:23]([CH2:31][CH2:32][O:33][CH3:34])[C:24](=[O:30])[O:25][C:26]([CH3:28])([CH3:29])[CH3:27])[CH:20]=5)[S:15][C:8]=34)=[C:4]([F:37])[CH:3]=2)[CH2:41][CH2:42]1. The yield is 0.610.